From a dataset of Reaction yield outcomes from USPTO patents with 853,638 reactions. Predict the reaction yield, written as a fraction of the theoretical maximum amount of product (1.0 means a 100% yield; for example, 0.34 means a 34% yield). (1) The reactants are [Cl:1][C:2]1[N:7]=[C:6]([NH:8][CH2:9][CH3:10])[C:5]([C:11]([OH:19])=[C:12]([C:17]#[N:18])[C:13]([NH:15][CH3:16])=[O:14])=[CH:4][CH:3]=1. The catalyst is C(O)CCC. The product is [NH2:18][C:17]1[N:8]([CH2:9][CH3:10])[C:6]2[C:5]([C:11](=[O:19])[C:12]=1[C:13]([NH:15][CH3:16])=[O:14])=[CH:4][CH:3]=[C:2]([Cl:1])[N:7]=2. The yield is 0.570. (2) The reactants are Br[C:2]1[CH:7]=[C:6]([Cl:8])[C:5]([C:9]([C:11]2[C:19]3[C:14](=[CH:15][N:16]=[CH:17][CH:18]=3)[NH:13][CH:12]=2)=[O:10])=[C:4]([Cl:20])[CH:3]=1.C(OC([N:28]1[C:32]([CH3:33])=[C:31](B(O)O)[C:30]([CH3:37])=[N:29]1)=O)(C)(C)C.C(=O)([O-])[O-].[K+].[K+]. The catalyst is O1CCOCC1.O.C1(P(C2C=CC=CC=2)[C-]2C=CC=C2)C=CC=CC=1.[C-]1(P(C2C=CC=CC=2)C2C=CC=CC=2)C=CC=C1.[Fe+2].Cl[Pd]Cl. The product is [Cl:8][C:6]1[CH:7]=[C:2]([C:31]2[C:32]([CH3:33])=[N:28][NH:29][C:30]=2[CH3:37])[CH:3]=[C:4]([Cl:20])[C:5]=1[C:9]([C:11]1[C:19]2[C:14](=[CH:15][N:16]=[CH:17][CH:18]=2)[NH:13][CH:12]=1)=[O:10]. The yield is 0.230. (3) The reactants are C(NC1C=CC(C2C=C3C(CN([C@@H](C(C)C)C(O)=O)C3=O)=CC=2)=CC=1)(=O)C1C=CC=CC=1.[CH3:33][CH:34]([CH3:71])[C@H:35]([N:40]1[CH2:48][C:47]2[C:42](=[CH:43][C:44]([C:49]3[CH:54]=[CH:53][C:52]([NH:55][C:56]([C:58]4[N:59]=[C:60]([C:64]5[CH:69]=[CH:68][CH:67]=[CH:66][CH:65]=5)[O:61][C:62]=4[CH3:63])=[O:57])=[CH:51][N:50]=3)=[CH:45][CH:46]=2)[C:41]1=[O:70])[C:36]([O:38]C)=[O:37]. No catalyst specified. The product is [CH3:33][CH:34]([CH3:71])[C@H:35]([N:40]1[CH2:48][C:47]2[C:42](=[CH:43][C:44]([C:49]3[CH:54]=[CH:53][C:52]([NH:55][C:56]([C:58]4[N:59]=[C:60]([C:64]5[CH:65]=[CH:66][CH:67]=[CH:68][CH:69]=5)[O:61][C:62]=4[CH3:63])=[O:57])=[CH:51][N:50]=3)=[CH:45][CH:46]=2)[C:41]1=[O:70])[C:36]([OH:38])=[O:37]. The yield is 0.920. (4) The reactants are [C:1]([Si:5]([CH3:12])([CH3:11])[O:6][CH2:7][C@@H:8]1[CH2:10][O:9]1)([CH3:4])([CH3:3])[CH3:2].[NH2:13][C:14]1[CH:15]=[CH:16][C:17]2[S:22][CH2:21][C:20](=[O:23])[NH:19][C:18]=2[CH:24]=1. The catalyst is C(#N)C. The product is [C:1]([Si:5]([CH3:12])([CH3:11])[O:6][CH2:7][C@@H:8]([OH:9])[CH2:10][NH:13][C:14]1[CH:15]=[CH:16][C:17]2[S:22][CH2:21][C:20](=[O:23])[NH:19][C:18]=2[CH:24]=1)([CH3:4])([CH3:3])[CH3:2]. The yield is 0.440.